From a dataset of Reaction yield outcomes from USPTO patents with 853,638 reactions. Predict the reaction yield, written as a fraction of the theoretical maximum amount of product (1.0 means a 100% yield; for example, 0.34 means a 34% yield). (1) The reactants are C[O:2][C:3](=O)[CH2:4][CH:5]1[CH2:8][N:7]([C:9]([O:11][C:12]([CH3:15])([CH3:14])[CH3:13])=[O:10])[CH2:6]1.[NH2:17][NH2:18].O. The catalyst is CO. The product is [NH:17]([C:3](=[O:2])[CH2:4][CH:5]1[CH2:8][N:7]([C:9]([O:11][C:12]([CH3:15])([CH3:14])[CH3:13])=[O:10])[CH2:6]1)[NH2:18]. The yield is 0.960. (2) The reactants are O1CCCCC1[N:7]1[C:15]2[C:10](=[CH:11][C:12]([C:16]3[N:20]=[CH:19][N:18](C(C4C=CC=CC=4)(C4C=CC=CC=4)C4C=CC=CC=4)[N:17]=3)=[CH:13][CH:14]=2)[C:9]([C:40]2[CH:45]=[CH:44][C:43]([NH2:46])=[CH:42][CH:41]=2)=[N:8]1.[CH3:47][O:48][CH2:49][C:50](Cl)=[O:51].C(N(CC)CC)C. The catalyst is O1CCCC1. The product is [NH:18]1[CH:19]=[N:20][C:16]([C:12]2[CH:11]=[C:10]3[C:15](=[CH:14][CH:13]=2)[NH:7][N:8]=[C:9]3[C:40]2[CH:45]=[CH:44][C:43]([NH:46][C:50](=[O:51])[CH2:49][O:48][CH3:47])=[CH:42][CH:41]=2)=[N:17]1. The yield is 0.0900. (3) The reactants are [CH3:1][C:2]1[N:7]=[CH:6][N:5]=[C:4]([C:8]2[CH:9]=[C:10]3[C:14](=[CH:15][CH:16]=2)[C@H:13]([N:17]2[CH2:20][C:19]4([CH2:25][CH2:24][N:23](C(OC(C)(C)C)=O)[CH2:22][CH2:21]4)[CH2:18]2)[CH2:12][CH2:11]3)[CH:3]=1.[ClH:33]. The catalyst is CO.O1CCOCC1. The product is [ClH:33].[ClH:33].[CH3:1][C:2]1[N:7]=[CH:6][N:5]=[C:4]([C:8]2[CH:9]=[C:10]3[C:14](=[CH:15][CH:16]=2)[C@H:13]([N:17]2[CH2:20][C:19]4([CH2:25][CH2:24][NH:23][CH2:22][CH2:21]4)[CH2:18]2)[CH2:12][CH2:11]3)[CH:3]=1. The yield is 0.999. (4) The reactants are [N:1]1([C:7]2[CH:12]=[CH:11][C:10]([S:13]([NH:16][C:17]3[S:21][N:20]=[CH:19][N:18]=3)(=[O:15])=[O:14])=[CH:9][CH:8]=2)[CH2:6]CNC[CH2:2]1.CN(C(ON1N=N[C:32]2[CH:33]=CC=N[C:31]1=2)=[N+](C)C)C.[F:39][P-](F)(F)(F)(F)F.[CH:46]([N:49]([CH2:53][CH3:54])[CH:50]([CH3:52])[CH3:51])([CH3:48])C.[CH3:55][N:56]([CH:58]=[O:59])[CH3:57]. The catalyst is C(Cl)Cl. The product is [F:39][C:33]1[CH:32]=[CH:31][CH:51]=[C:50]2[C:52]=1[CH:48]=[CH:46][N:49]2[C@H:53]([CH3:54])[C:58]([N:56]1[CH2:57][CH2:2][N:1]([C:7]2[CH:8]=[CH:9][C:10]([S:13]([NH:16][C:17]3[S:21][N:20]=[CH:19][N:18]=3)(=[O:14])=[O:15])=[CH:11][CH:12]=2)[CH2:6][CH2:55]1)=[O:59]. The yield is 0.630. (5) The reactants are [OH:1]OS([O-])=O.[K+].[CH3:7][N:8]([CH2:10][CH2:11][CH2:12][S:13][C:14]1[CH:19]=[CH:18][C:17]([Br:20])=[CH:16][CH:15]=1)[CH3:9].[OH2:21]. The catalyst is CO. The product is [CH3:7][N:8]([CH2:10][CH2:11][CH2:12][S:13]([C:14]1[CH:15]=[CH:16][C:17]([Br:20])=[CH:18][CH:19]=1)(=[O:1])=[O:21])[CH3:9]. The yield is 0.800. (6) The reactants are [CH3:1][O:2][C:3]1[CH:4]=[C:5]2[C:10](=[CH:11][C:12]=1[O:13][CH3:14])[N:9]=[CH:8][N:7]=[C:6]2[O:15][C:16]1[CH:17]=[C:18]([CH:20]=[CH:21][CH:22]=1)[NH2:19].[OH:23][CH2:24][C:25]([C:28]1[O:32][N:31]=[C:30]([NH:33][C:34](=O)[O:35]C2C=CC=CC=2)[CH:29]=1)([CH3:27])[CH3:26].COC1C=C2C(=CC=1OC)N=CN=C2OC1C=C(NC(NC2ON=C(C(C)C)C=2)=O)C=CC=1. No catalyst specified. The product is [CH3:1][O:2][C:3]1[CH:4]=[C:5]2[C:10](=[CH:11][C:12]=1[O:13][CH3:14])[N:9]=[CH:8][N:7]=[C:6]2[O:15][C:16]1[CH:17]=[C:18]([NH:19][C:34]([NH:33][C:30]2[CH:29]=[C:28]([C:25]([CH3:27])([CH3:26])[CH2:24][OH:23])[O:32][N:31]=2)=[O:35])[CH:20]=[CH:21][CH:22]=1. The yield is 0.610. (7) The reactants are [CH2:1]([N:3]([CH2:37][CH3:38])[CH2:4][CH2:5][CH2:6][NH:7][C:8]1[N:9]=[C:10]([C:27]2[C:28]([CH3:36])=[C:29]([CH:33]=[CH:34][CH:35]=2)[C:30]([OH:32])=O)[C:11]2[CH:17]=[CH:16][C:15](=[O:18])[N:14]([C:19]3[C:24]([F:25])=[CH:23][CH:22]=[CH:21][C:20]=3[F:26])[C:12]=2[N:13]=1)[CH3:2].CN(C(ON1N=NC2C=CC=CC1=2)=[N+](C)C)C.F[P-](F)(F)(F)(F)F.C(N(CC)CC)C.[CH2:70]([NH2:74])[CH:71]([CH3:73])[CH3:72]. The catalyst is CN(C=O)C. The product is [CH2:37]([N:3]([CH2:1][CH3:2])[CH2:4][CH2:5][CH2:6][NH:7][C:8]1[N:9]=[C:10]([C:27]2[C:28]([CH3:36])=[C:29]([CH:33]=[CH:34][CH:35]=2)[C:30]([NH:74][CH2:70][CH:71]([CH3:73])[CH3:72])=[O:32])[C:11]2[CH:17]=[CH:16][C:15](=[O:18])[N:14]([C:19]3[C:20]([F:26])=[CH:21][CH:22]=[CH:23][C:24]=3[F:25])[C:12]=2[N:13]=1)[CH3:38]. The yield is 0.440. (8) The reactants are [C:9](O[C:9]([O:11][C:12]([CH3:15])([CH3:14])[CH3:13])=[O:10])([O:11][C:12]([CH3:15])([CH3:14])[CH3:13])=[O:10].[CH:16]1([NH:19][C:20]2[N:25]3[N:26]=[CH:27][CH:28]=[C:24]3[N:23]=[C:22]([S:29][CH3:30])[N:21]=2)[CH2:18][CH2:17]1. The catalyst is CN(C1C=CN=CC=1)C.ClCCl.CCOC(C)=O. The product is [CH:16]1([N:19]([C:20]2[N:25]3[N:26]=[CH:27][CH:28]=[C:24]3[N:23]=[C:22]([S:29][CH3:30])[N:21]=2)[C:9](=[O:10])[O:11][C:12]([CH3:13])([CH3:14])[CH3:15])[CH2:18][CH2:17]1. The yield is 0.790. (9) The reactants are Br[C:2]1[N:7]=[C:6]([NH:8][C:9]2[CH:13]=[C:12]([CH:14]3[CH2:16][CH2:15]3)[NH:11][N:10]=2)[CH:5]=[CH:4][N:3]=1.[C:17]([NH:21][S:22]([C:25]1[S:26][C:27](B2OC(C)(C)C(C)(C)O2)=[CH:28][CH:29]=1)(=[O:24])=[O:23])([CH3:20])([CH3:19])[CH3:18].C([O-])([O-])=O.[Na+].[Na+]. The catalyst is O1CCOCC1.O.C1C=CC(P(C2C=CC=CC=2)[C-]2C=CC=C2)=CC=1.C1C=CC(P(C2C=CC=CC=2)[C-]2C=CC=C2)=CC=1.Cl[Pd]Cl.[Fe+2]. The product is [C:17]([NH:21][S:22]([C:25]1[S:26][C:27]([C:2]2[N:7]=[C:6]([NH:8][C:9]3[CH:13]=[C:12]([CH:14]4[CH2:16][CH2:15]4)[NH:11][N:10]=3)[CH:5]=[CH:4][N:3]=2)=[CH:28][CH:29]=1)(=[O:23])=[O:24])([CH3:20])([CH3:18])[CH3:19]. The yield is 0.669.